This data is from Full USPTO retrosynthesis dataset with 1.9M reactions from patents (1976-2016). The task is: Predict the reactants needed to synthesize the given product. Given the product [NH2:35][C:33]([C:32]1[CH:36]=[CH:37][C:29]([NH:28][C:2]2[CH:3]=[C:4]([C:15]([NH:17][CH2:18][C:19]3[C:20](=[O:27])[NH:21][C:22]([CH3:26])=[CH:23][C:24]=3[CH3:25])=[O:16])[C:5]3[CH:10]=[N:9][N:8]([CH:12]([CH3:13])[CH3:14])[C:6]=3[N:7]=2)=[CH:30][CH:31]=1)=[O:34], predict the reactants needed to synthesize it. The reactants are: Cl[C:2]1[CH:3]=[C:4]([C:15]([NH:17][CH2:18][C:19]2[C:20](=[O:27])[NH:21][C:22]([CH3:26])=[CH:23][C:24]=2[CH3:25])=[O:16])[C:5]2[C:10](C)=[N:9][N:8]([CH:12]([CH3:14])[CH3:13])[C:6]=2[N:7]=1.[NH2:28][C:29]1[CH:37]=[CH:36][C:32]([C:33]([NH2:35])=[O:34])=[CH:31][CH:30]=1.C(=O)([O-])[O-].[Cs+].[Cs+].CC1(C)C2C(=C(P(C3C=CC=CC=3)C3C=CC=CC=3)C=CC=2)OC2C(P(C3C=CC=CC=3)C3C=CC=CC=3)=CC=CC1=2.